Predict the product of the given reaction. From a dataset of Forward reaction prediction with 1.9M reactions from USPTO patents (1976-2016). (1) Given the reactants [CH2:1]([C:8]1[CH:13]=[C:12]([CH3:14])[N:11]=[C:10](Cl)[N:9]=1)[C:2]1[CH:7]=[CH:6][CH:5]=[CH:4][CH:3]=1.[CH3:16][C:17]1[S:18][C:19]([C:23]2[CH:28]=[CH:27][C:26]([NH2:29])=[CH:25][C:24]=2[O:30][CH3:31])=[C:20]([CH3:22])[N:21]=1, predict the reaction product. The product is: [CH2:1]([C:8]1[CH:13]=[C:12]([CH3:14])[N:11]=[C:10]([NH:29][C:26]2[CH:27]=[CH:28][C:23]([C:19]3[S:18][C:17]([CH3:16])=[N:21][C:20]=3[CH3:22])=[C:24]([O:30][CH3:31])[CH:25]=2)[N:9]=1)[C:2]1[CH:7]=[CH:6][CH:5]=[CH:4][CH:3]=1. (2) The product is: [NH:8]1[C:9]2=[N:10][CH:11]=[CH:12][CH:13]=[C:14]2[C:6]([C:2]2[S:15][C:16]([C:17]([O:19][CH2:20][CH3:21])=[O:18])=[CH:4][CH:3]=2)=[CH:7]1. Given the reactants Cl/[C:2](/[C:6]1[C:14]2[C:9](=[N:10][CH:11]=[CH:12][CH:13]=2)[NH:8][CH:7]=1)=[CH:3]/[CH:4]=O.[SH:15][CH2:16][C:17]([O:19][CH2:20][CH3:21])=[O:18].[O-]CC.[Na+], predict the reaction product. (3) Given the reactants [NH2:1][CH2:2][CH2:3]N.[C:5]1([OH:11])[CH:10]=[CH:9][CH:8]=[CH:7][CH:6]=1.C=O, predict the reaction product. The product is: [O:11]1[C:5]2[CH:10]=[CH:9][CH:8]=[CH:7][C:6]=2[CH2:3][CH2:2][NH:1]1. (4) Given the reactants O[C:2]([C:8]1[CH:9]=[N:10][N:11]2[CH2:16][C@H:15]([CH3:17])[N:14]([C:18]([O:20][C:21]([CH3:24])([CH3:23])[CH3:22])=[O:19])[CH2:13][C:12]=12)([CH3:7])[C:3]([O:5][CH3:6])=[O:4].CCN(CC)CC.CS(Cl)(=O)=O, predict the reaction product. The product is: [CH3:6][O:5][C:3]([C:2]([C:8]1[CH:9]=[N:10][N:11]2[CH2:16][C@H:15]([CH3:17])[N:14]([C:18]([O:20][C:21]([CH3:22])([CH3:24])[CH3:23])=[O:19])[CH2:13][C:12]=12)=[CH2:7])=[O:4]. (5) The product is: [F:25][C:26]1[CH:34]=[CH:33][CH:32]=[CH:31][C:27]=1[C:28]([N:57]1[CH2:58][CH2:59][N:54]2[N:53]=[C:52]([CH2:51][O:44][C:45]3[CH:46]=[CH:47][CH:48]=[CH:49][CH:50]=3)[CH:60]=[C:55]2[CH2:56]1)=[O:30]. Given the reactants F[P-](F)(F)(F)(F)F.N1(OC(N(C)C)=[N+](C)C)C2N=CC=CC=2N=N1.[F:25][C:26]1[CH:34]=[CH:33][CH:32]=[CH:31][C:27]=1[C:28]([OH:30])=O.CCN(C(C)C)C(C)C.[O:44]([CH2:51][C:52]1[CH:60]=[C:55]2[CH2:56][NH:57][CH2:58][CH2:59][N:54]2[N:53]=1)[C:45]1[CH:50]=[CH:49][CH:48]=[CH:47][CH:46]=1, predict the reaction product. (6) Given the reactants [F:1][C:2]1[CH:3]=[C:4]([CH:6]=[C:7]([F:9])[CH:8]=1)[NH2:5].Cl[CH:11]([CH3:15])[C:12]([OH:14])=[O:13], predict the reaction product. The product is: [F:1][C:2]1[CH:3]=[C:4]([NH:5][CH:11]([C:12]([OH:14])=[O:13])[CH3:15])[CH:6]=[C:7]([F:9])[CH:8]=1.